This data is from HIV replication inhibition screening data with 41,000+ compounds from the AIDS Antiviral Screen. The task is: Binary Classification. Given a drug SMILES string, predict its activity (active/inactive) in a high-throughput screening assay against a specified biological target. (1) The drug is [O-][n+]1c2ccccc2cc2c1c1ccccc1n2O. The result is 0 (inactive). (2) The drug is COc1cc2c3c(c1)SCCC(=O)N3CCN2. The result is 0 (inactive).